This data is from Reaction yield outcomes from USPTO patents with 853,638 reactions. The task is: Predict the reaction yield, written as a fraction of the theoretical maximum amount of product (1.0 means a 100% yield; for example, 0.34 means a 34% yield). (1) The reactants are C([Li])CCC.[C:6]([NH:10][C:11](=[O:13])[OH:12])([CH3:9])([CH3:8])[CH3:7].Cl[CH2:15][CH2:16][CH2:17][S:18]([NH2:21])(=[O:20])=[O:19]. The catalyst is C1COCC1. The product is [C:6]([NH:10][C:11](=[O:12])[OH:13])([CH3:9])([CH3:8])[CH3:7].[CH:17]1([S:18]([NH2:21])(=[O:20])=[O:19])[CH2:15][CH2:16]1. The yield is 1.00. (2) The yield is 0.980. The catalyst is ClCCl.CN(C=O)C.CCOC(C)=O. The reactants are [NH2:1][CH2:2][C:3]1[C:4]([CH3:20])=[CH:5][C:6]([CH2:11][NH:12][C:13](=[O:19])[O:14][C:15]([CH3:18])([CH3:17])[CH3:16])=[N:7][C:8]=1[O:9][CH3:10].[Br:21][C:22]1[CH:23]=[C:24]([C:35](O)=[O:36])[C:25]2[C:26]([CH3:34])=[CH:27][N:28]([CH:31]([CH3:33])[CH3:32])[C:29]=2[CH:30]=1.C1C=NC2N(O)N=NC=2C=1.C(Cl)CCl. The product is [Br:21][C:22]1[CH:23]=[C:24]([C:35]([NH:1][CH2:2][C:3]2[C:4]([CH3:20])=[CH:5][C:6]([CH2:11][NH:12][C:13](=[O:19])[O:14][C:15]([CH3:16])([CH3:17])[CH3:18])=[N:7][C:8]=2[O:9][CH3:10])=[O:36])[C:25]2[C:26]([CH3:34])=[CH:27][N:28]([CH:31]([CH3:32])[CH3:33])[C:29]=2[CH:30]=1.